This data is from Forward reaction prediction with 1.9M reactions from USPTO patents (1976-2016). The task is: Predict the product of the given reaction. (1) Given the reactants FC(F)(F)C([N:5]1[CH2:11][CH:10]([CH3:12])[C:9]2[CH:13]=[C:14]([Cl:21])[C:15]([O:17][CH2:18][CH:19]=[CH2:20])=[CH:16][C:8]=2[CH2:7][CH2:6]1)=O.[OH-].[Na+], predict the reaction product. The product is: [CH2:18]([O:17][C:15]1[C:14]([Cl:21])=[CH:13][C:9]2[CH:10]([CH3:12])[CH2:11][NH:5][CH2:6][CH2:7][C:8]=2[CH:16]=1)[CH:19]=[CH2:20]. (2) Given the reactants [C:1]([N:4]1[CH2:9][CH2:8][CH:7]([N:10]2[C:21]3=[C:22]4[C:16](=[C:17]5[N:26]([CH3:27])[CH:25]=[CH:24][C:23]([NH2:28])=[C:18]5[CH:19]=[CH:20]3)[C:15](=[O:29])[NH:14][C:13]4=[CH:12][CH2:11]2)[CH2:6][CH2:5]1)(=[O:3])[CH3:2].[CH3:30][C:31]1[S:32][C:33]([CH2:36][C:37](O)=[O:38])=[CH:34][N:35]=1.CN(C(ON1N=NC2C=CC=NC1=2)=[N+](C)C)C.F[P-](F)(F)(F)(F)F.C(N(C(C)C)C(C)C)C, predict the reaction product. The product is: [C:1]([N:4]1[CH2:9][CH2:8][CH:7]([N:10]2[C:21]3=[C:22]4[C:16](=[C:17]5[N:26]([CH3:27])[CH:25]=[CH:24][C:23]([NH:28][C:37](=[O:38])[CH2:36][C:33]6[S:32][C:31]([CH3:30])=[N:35][CH:34]=6)=[C:18]5[CH:19]=[CH:20]3)[C:15](=[O:29])[NH:14][C:13]4=[CH:12][CH2:11]2)[CH2:6][CH2:5]1)(=[O:3])[CH3:2]. (3) The product is: [CH2:12]([O:11][C:4](=[C:15]([C:14]#[N:18])[C:16]#[N:17])[CH2:5][CH2:6][CH3:7])[CH3:13]. Given the reactants C(O[C:4]([O:11][CH2:12][CH3:13])(OCC)[CH2:5][CH2:6][CH3:7])C.[C:14](#[N:18])[CH2:15][C:16]#[N:17].C(O)C, predict the reaction product.